This data is from Reaction yield outcomes from USPTO patents with 853,638 reactions. The task is: Predict the reaction yield, written as a fraction of the theoretical maximum amount of product (1.0 means a 100% yield; for example, 0.34 means a 34% yield). The reactants are [F:1][C:2]1[CH:7]=[CH:6][CH:5]=[C:4]([F:8])[CH:3]=1.[Li]CCCC.Br[C:15]1[N:20]=[CH:19][C:18]([NH2:21])=[CH:17][CH:16]=1. The catalyst is C1COCC1.[Cl-].[Cl-].[Zn+2].C1C=CC([P]([Pd]([P](C2C=CC=CC=2)(C2C=CC=CC=2)C2C=CC=CC=2)([P](C2C=CC=CC=2)(C2C=CC=CC=2)C2C=CC=CC=2)[P](C2C=CC=CC=2)(C2C=CC=CC=2)C2C=CC=CC=2)(C2C=CC=CC=2)C2C=CC=CC=2)=CC=1. The product is [F:1][C:2]1[CH:7]=[CH:6][CH:5]=[C:4]([F:8])[C:3]=1[C:15]1[N:20]=[CH:19][C:18]([NH2:21])=[CH:17][CH:16]=1. The yield is 0.300.